From a dataset of Peptide-MHC class I binding affinity with 185,985 pairs from IEDB/IMGT. Regression. Given a peptide amino acid sequence and an MHC pseudo amino acid sequence, predict their binding affinity value. This is MHC class I binding data. The peptide sequence is IHLDKGGQF. The MHC is HLA-B40:01 with pseudo-sequence HLA-B40:01. The binding affinity (normalized) is 0.0847.